From a dataset of Full USPTO retrosynthesis dataset with 1.9M reactions from patents (1976-2016). Predict the reactants needed to synthesize the given product. Given the product [CH3:1][S:2]([C:5]1[CH:10]=[CH:9][C:8]([C:11]2[N:16]3[N:17]=[C:18]([NH:20][C:22]4[CH:23]=[CH:24][C:25]([CH2:26][N:27]5[CH2:32][CH2:31][O:30][CH2:29][CH2:28]5)=[CH:33][CH:34]=4)[N:19]=[C:15]3[CH:14]=[CH:13][CH:12]=2)=[CH:7][CH:6]=1)(=[O:3])=[O:4].[N:27]1([CH2:26][C:25]2[CH:33]=[CH:34][C:22]([NH2:16])=[CH:23][CH:24]=2)[CH2:32][CH2:31][O:30][CH2:29][CH2:28]1, predict the reactants needed to synthesize it. The reactants are: [CH3:1][S:2]([C:5]1[CH:10]=[CH:9][C:8]([C:11]2[N:16]3[N:17]=[C:18]([NH2:20])[N:19]=[C:15]3[CH:14]=[CH:13][CH:12]=2)=[CH:7][CH:6]=1)(=[O:4])=[O:3].Br[C:22]1[CH:34]=[CH:33][C:25]([CH2:26][N:27]2[CH2:32][CH2:31][O:30][CH2:29][CH2:28]2)=[CH:24][CH:23]=1.